From a dataset of NCI-60 drug combinations with 297,098 pairs across 59 cell lines. Regression. Given two drug SMILES strings and cell line genomic features, predict the synergy score measuring deviation from expected non-interaction effect. (1) Drug 1: CS(=O)(=O)C1=CC(=C(C=C1)C(=O)NC2=CC(=C(C=C2)Cl)C3=CC=CC=N3)Cl. Drug 2: C1=CC(=CC=C1CCC2=CNC3=C2C(=O)NC(=N3)N)C(=O)NC(CCC(=O)O)C(=O)O. Cell line: SF-295. Synergy scores: CSS=28.6, Synergy_ZIP=-1.26, Synergy_Bliss=-3.67, Synergy_Loewe=-22.0, Synergy_HSA=-2.97. (2) Drug 1: CS(=O)(=O)CCNCC1=CC=C(O1)C2=CC3=C(C=C2)N=CN=C3NC4=CC(=C(C=C4)OCC5=CC(=CC=C5)F)Cl. Drug 2: C(=O)(N)NO. Cell line: HS 578T. Synergy scores: CSS=0.810, Synergy_ZIP=-0.0688, Synergy_Bliss=0.274, Synergy_Loewe=0.199, Synergy_HSA=0.372. (3) Drug 1: CN(C(=O)NC(C=O)C(C(C(CO)O)O)O)N=O. Drug 2: C(CCl)NC(=O)N(CCCl)N=O. Cell line: RPMI-8226. Synergy scores: CSS=61.1, Synergy_ZIP=-1.99, Synergy_Bliss=-3.02, Synergy_Loewe=-12.6, Synergy_HSA=-0.281. (4) Drug 1: C1=CN(C(=O)N=C1N)C2C(C(C(O2)CO)O)O.Cl. Drug 2: CC12CCC3C(C1CCC2O)C(CC4=C3C=CC(=C4)O)CCCCCCCCCS(=O)CCCC(C(F)(F)F)(F)F. Cell line: SNB-19. Synergy scores: CSS=27.6, Synergy_ZIP=-3.37, Synergy_Bliss=-1.76, Synergy_Loewe=-21.1, Synergy_HSA=-1.95. (5) Drug 1: CC(CN1CC(=O)NC(=O)C1)N2CC(=O)NC(=O)C2. Drug 2: C1CC(C1)(C(=O)O)C(=O)O.[NH2-].[NH2-].[Pt+2]. Cell line: SW-620. Synergy scores: CSS=53.9, Synergy_ZIP=-6.43, Synergy_Bliss=1.25, Synergy_Loewe=3.47, Synergy_HSA=5.34.